Dataset: Full USPTO retrosynthesis dataset with 1.9M reactions from patents (1976-2016). Task: Predict the reactants needed to synthesize the given product. The reactants are: [NH2:1][C@@H:2]1[C@@H:7]([OH:8])[C@H:6]([CH2:9][C:10]2[CH:15]=[CH:14][C:13]([NH2:16])=[C:12]([Br:17])[CH:11]=2)[CH2:5][S:4](=[O:18])[CH2:3]1.[C:19]1([CH3:25])[CH:24]=[CH:23][CH:22]=[CH:21][CH:20]=1. Given the product [NH2:16][C:13]1[CH:14]=[CH:15][C:10]([CH2:9][C@H:6]2[C@H:7]([OH:8])[C@@H:2]([NH:1][CH2:25][C:19]3[CH:24]=[CH:23][CH:22]=[C:21]([C:6]([CH3:9])([CH3:7])[CH3:5])[CH:20]=3)[CH2:3][S:4](=[O:18])[CH2:5]2)=[CH:11][C:12]=1[Br:17], predict the reactants needed to synthesize it.